From a dataset of Merck oncology drug combination screen with 23,052 pairs across 39 cell lines. Regression. Given two drug SMILES strings and cell line genomic features, predict the synergy score measuring deviation from expected non-interaction effect. Drug 1: C#Cc1cccc(Nc2ncnc3cc(OCCOC)c(OCCOC)cc23)c1. Drug 2: COC1CC2CCC(C)C(O)(O2)C(=O)C(=O)N2CCCCC2C(=O)OC(C(C)CC2CCC(OP(C)(C)=O)C(OC)C2)CC(=O)C(C)C=C(C)C(O)C(OC)C(=O)C(C)CC(C)C=CC=CC=C1C. Cell line: PA1. Synergy scores: synergy=52.5.